This data is from Forward reaction prediction with 1.9M reactions from USPTO patents (1976-2016). The task is: Predict the product of the given reaction. (1) Given the reactants [Cl:1][C:2]1[CH:14]=[C:13]([C:15]([N:17]2[C:22]3[CH:23]=[CH:24][CH:25]=[CH:26][C:21]=3[O:20][CH2:19][CH2:18]2)=[O:16])[CH:12]=[C:11]([Cl:27])[C:3]=1[O:4][CH2:5][C:6]([O:8]CC)=[O:7].[OH-].[Na+].O, predict the reaction product. The product is: [Cl:1][C:2]1[CH:14]=[C:13]([C:15]([N:17]2[C:22]3[CH:23]=[CH:24][CH:25]=[CH:26][C:21]=3[O:20][CH2:19][CH2:18]2)=[O:16])[CH:12]=[C:11]([Cl:27])[C:3]=1[O:4][CH2:5][C:6]([OH:8])=[O:7]. (2) Given the reactants [CH2:1]([O:3][C:4]1[CH:8]=[C:7]([OH:9])[N:6]([CH3:10])[N:5]=1)[CH3:2].C[O:12][C:13](OC)(OC)[CH3:14], predict the reaction product. The product is: [C:13]([CH:8]1[C:7](=[O:9])[N:6]([CH3:10])[N:5]=[C:4]1[O:3][CH2:1][CH3:2])(=[O:12])[CH3:14].